This data is from Full USPTO retrosynthesis dataset with 1.9M reactions from patents (1976-2016). The task is: Predict the reactants needed to synthesize the given product. (1) Given the product [F:1][C:2]1[C:3]([I:18])=[C:5]([F:13])[C:6]([O:11][CH3:12])=[CH:7][C:8]=1[O:9][CH3:10], predict the reactants needed to synthesize it. The reactants are: [F:1][C:2]1[C:8]([O:9][CH3:10])=[CH:7][C:6]([O:11][CH3:12])=[C:5]([F:13])[C:3]=1N.N([O-])=O.[Na+].[I-:18].[K+]. (2) Given the product [F:7][C:8]1[CH:9]=[C:10]([CH2:11][OH:12])[CH:14]=[CH:15][C:16]=1[C:17]1[CH:22]=[CH:21][CH:20]=[CH:19][CH:18]=1, predict the reactants needed to synthesize it. The reactants are: [H-].[H-].[H-].[H-].[Li+].[Al+3].[F:7][C:8]1[CH:9]=[C:10]([CH:14]=[CH:15][C:16]=1[C:17]1[CH:22]=[CH:21][CH:20]=[CH:19][CH:18]=1)[C:11](O)=[O:12].O.[OH-].[K+].